This data is from Reaction yield outcomes from USPTO patents with 853,638 reactions. The task is: Predict the reaction yield, written as a fraction of the theoretical maximum amount of product (1.0 means a 100% yield; for example, 0.34 means a 34% yield). (1) The reactants are [Cl:1][C:2](Cl)([O:4]C(=O)OC(Cl)(Cl)Cl)Cl.N1C=CC=CC=1.[CH3:19][C@H:20]1[CH2:25][CH2:24][CH2:23][CH2:22][NH:21]1.Cl. The catalyst is C(Cl)Cl. The product is [CH3:19][C@H:20]1[CH2:25][CH2:24][CH2:23][CH2:22][N:21]1[C:2]([Cl:1])=[O:4]. The yield is 0.920. (2) The reactants are [Cl:1][C:2]1[C:3]2[C@H:10]([CH3:11])[CH2:9][CH2:8][C:4]=2[N:5]=[CH:6][N:7]=1.C1C=C(Cl)C=C(C(OO)=[O:20])C=1.[O-]S([O-])(=S)=O.[Na+].[Na+].C([O-])([O-])=O.[Na+].[Na+]. The catalyst is C(Cl)(Cl)Cl.O. The product is [Cl:1][C:2]1[N:7]=[CH:6][N+:5]([O-:20])=[C:4]2[CH2:8][CH2:9][C@@H:10]([CH3:11])[C:3]=12. The yield is 0.530. (3) The reactants are C1(C[CH:8]([NH:12][C:13]([C:15]2[CH:45]=[CH:44][C:18]3[N:19](C4CCCCC4)[C:20]([C:22]4[CH:23]=[C:24]5[C:29](=[CH:30][CH:31]=4)[N:28]=C(C4C=CC=CC=4)C=[N:25]5)=[N:21][C:17]=3[CH:16]=2)=[O:14])[C:9]([OH:11])=[O:10])CCCCC1.CC[C@@H]([C@H](NC(OCC1[C:70]2[C:65](=[CH:66][CH:67]=[CH:68][CH:69]=2)[C:64]2[C:59]1=CC=CC=2)=O)C=O)C. No catalyst specified. The product is [CH:15]1([N:19]2[C:18]3[CH:44]=[CH:45][C:15]([C:13]([NH:12][CH:8]([CH:22]([CH3:20])[CH2:31][CH3:30])[C:9]([OH:11])=[O:10])=[O:14])=[CH:16][C:17]=3[N:21]=[C:20]2[C:22]2[CH:23]=[C:24]3[C:29](=[CH:30][CH:31]=2)[N:28]=[C:64]([C:65]2[CH:66]=[CH:67][CH:68]=[CH:69][CH:70]=2)[CH:59]=[N:25]3)[CH2:45][CH2:44][CH2:18][CH2:17][CH2:16]1. The yield is 0.540. (4) The reactants are [Cl:1][C:2]1[CH:7]=[CH:6][C:5]([C:8]2[O:9][C:10]3[C:16]([C:17]([OH:19])=O)=[CH:15][CH:14]=[CH:13][C:11]=3[N:12]=2)=[CH:4][CH:3]=1.Cl.Cl.[NH2:22][CH:23]1[CH2:30][CH:29]2[N:31]([CH3:32])[CH:25]([CH2:26][CH2:27][CH2:28]2)[CH2:24]1. No catalyst specified. The product is [CH3:32][N:31]1[CH:25]2[CH2:26][CH2:27][CH2:28][CH:29]1[CH2:30][CH:23]([NH:22][C:17]([C:16]1[C:10]3[O:9][C:8]([C:5]4[CH:4]=[CH:3][C:2]([Cl:1])=[CH:7][CH:6]=4)=[N:12][C:11]=3[CH:13]=[CH:14][CH:15]=1)=[O:19])[CH2:24]2. The yield is 0.430. (5) The reactants are C([BH3-])#N.[Na+].[ClH:5].[C:6]([C:8]1[C:9]([NH:35][C:36]([C:38]2[O:39][CH:40]=[CH:41][CH:42]=2)=[O:37])=[N:10][C:11]([C:27]2[CH:32]=[CH:31][C:30]([F:33])=[CH:29][C:28]=2[OH:34])=[CH:12][C:13]=1[C:14]1[CH:19]=[CH:18][CH:17]=[C:16]([NH:20][C:21](=[O:26])[CH2:22][CH2:23][NH:24][CH3:25])[CH:15]=1)#[N:7].[CH:43](=O)[CH3:44].C(N(CC)CC)C. The catalyst is CO.C(OCC)(=O)C.C1COCC1.C(O)(=O)C. The product is [ClH:5].[C:6]([C:8]1[C:9]([NH:35][C:36]([C:38]2[O:39][CH:40]=[CH:41][CH:42]=2)=[O:37])=[N:10][C:11]([C:27]2[CH:32]=[CH:31][C:30]([F:33])=[CH:29][C:28]=2[OH:34])=[CH:12][C:13]=1[C:14]1[CH:19]=[CH:18][CH:17]=[C:16]([NH:20][C:21](=[O:26])[CH2:22][CH2:23][N:24]([CH2:43][CH3:44])[CH3:25])[CH:15]=1)#[N:7]. The yield is 0.580. (6) The reactants are Cl[CH2:2][C:3]1[N:4]=[C:5]([C:9]2[CH:18]=[CH:17][C:12]([C:13]([O:15][CH3:16])=[O:14])=[CH:11][CH:10]=2)[O:6][C:7]=1[CH3:8].[CH:19]1([SH:25])[CH2:24][CH2:23][CH2:22][CH2:21][CH2:20]1.C(=O)([O-])[O-].[Cs+].[Cs+]. The product is [CH:19]1([S:25][CH2:2][C:3]2[N:4]=[C:5]([C:9]3[CH:18]=[CH:17][C:12]([C:13]([O:15][CH3:16])=[O:14])=[CH:11][CH:10]=3)[O:6][C:7]=2[CH3:8])[CH2:24][CH2:23][CH2:22][CH2:21][CH2:20]1. The yield is 0.580. The catalyst is CN(C)C=O.